This data is from Merck oncology drug combination screen with 23,052 pairs across 39 cell lines. The task is: Regression. Given two drug SMILES strings and cell line genomic features, predict the synergy score measuring deviation from expected non-interaction effect. (1) Cell line: LOVO. Drug 2: C#Cc1cccc(Nc2ncnc3cc(OCCOC)c(OCCOC)cc23)c1. Synergy scores: synergy=10.3. Drug 1: Nc1ccn(C2OC(CO)C(O)C2(F)F)c(=O)n1. (2) Drug 1: O=C(O)C1(Cc2cccc(Nc3nccs3)n2)CCC(Oc2cccc(Cl)c2F)CC1. Drug 2: Cn1cc(-c2cnn3c(N)c(Br)c(C4CCCNC4)nc23)cn1. Cell line: T47D. Synergy scores: synergy=-8.42. (3) Drug 1: NC1(c2ccc(-c3nc4ccn5c(=O)[nH]nc5c4cc3-c3ccccc3)cc2)CCC1. Drug 2: CCc1c2c(nc3ccc(O)cc13)-c1cc3c(c(=O)n1C2)COC(=O)C3(O)CC. Cell line: SW620. Synergy scores: synergy=18.3. (4) Drug 1: O=P1(N(CCCl)CCCl)NCCCO1. Drug 2: Cn1nnc2c(C(N)=O)ncn2c1=O. Cell line: OV90. Synergy scores: synergy=12.0. (5) Drug 1: CC(=O)OC1C(=O)C2(C)C(O)CC3OCC3(OC(C)=O)C2C(OC(=O)c2ccccc2)C2(O)CC(OC(=O)C(O)C(NC(=O)c3ccccc3)c3ccccc3)C(C)=C1C2(C)C. Cell line: COLO320DM. Synergy scores: synergy=2.33. Drug 2: CNC(=O)c1cc(Oc2ccc(NC(=O)Nc3ccc(Cl)c(C(F)(F)F)c3)cc2)ccn1. (6) Drug 1: NC1(c2ccc(-c3nc4ccn5c(=O)[nH]nc5c4cc3-c3ccccc3)cc2)CCC1. Drug 2: O=C(NOCC(O)CO)c1ccc(F)c(F)c1Nc1ccc(I)cc1F. Cell line: OCUBM. Synergy scores: synergy=-4.66. (7) Drug 1: CCC1=CC2CN(C1)Cc1c([nH]c3ccccc13)C(C(=O)OC)(c1cc3c(cc1OC)N(C)C1C(O)(C(=O)OC)C(OC(C)=O)C4(CC)C=CCN5CCC31C54)C2. Drug 2: O=C(NOCC(O)CO)c1ccc(F)c(F)c1Nc1ccc(I)cc1F. Cell line: HCT116. Synergy scores: synergy=0.519.